From a dataset of NCI-60 drug combinations with 297,098 pairs across 59 cell lines. Regression. Given two drug SMILES strings and cell line genomic features, predict the synergy score measuring deviation from expected non-interaction effect. (1) Drug 1: C1C(C(OC1N2C=C(C(=O)NC2=O)F)CO)O. Drug 2: C1CC(=O)NC(=O)C1N2C(=O)C3=CC=CC=C3C2=O. Cell line: HOP-92. Synergy scores: CSS=20.0, Synergy_ZIP=-3.59, Synergy_Bliss=-4.41, Synergy_Loewe=-59.0, Synergy_HSA=-5.52. (2) Drug 2: CC(CN1CC(=O)NC(=O)C1)N2CC(=O)NC(=O)C2. Drug 1: CCC1=CC2CC(C3=C(CN(C2)C1)C4=CC=CC=C4N3)(C5=C(C=C6C(=C5)C78CCN9C7C(C=CC9)(C(C(C8N6C)(C(=O)OC)O)OC(=O)C)CC)OC)C(=O)OC.C(C(C(=O)O)O)(C(=O)O)O. Cell line: SN12C. Synergy scores: CSS=50.3, Synergy_ZIP=-6.34, Synergy_Bliss=-1.74, Synergy_Loewe=-1.34, Synergy_HSA=2.40. (3) Drug 1: COC1=NC(=NC2=C1N=CN2C3C(C(C(O3)CO)O)O)N. Drug 2: CS(=O)(=O)CCNCC1=CC=C(O1)C2=CC3=C(C=C2)N=CN=C3NC4=CC(=C(C=C4)OCC5=CC(=CC=C5)F)Cl. Cell line: LOX IMVI. Synergy scores: CSS=-16.1, Synergy_ZIP=12.0, Synergy_Bliss=-5.28, Synergy_Loewe=-21.4, Synergy_HSA=-20.7. (4) Drug 1: CCC1(CC2CC(C3=C(CCN(C2)C1)C4=CC=CC=C4N3)(C5=C(C=C6C(=C5)C78CCN9C7C(C=CC9)(C(C(C8N6C=O)(C(=O)OC)O)OC(=O)C)CC)OC)C(=O)OC)O.OS(=O)(=O)O. Drug 2: CN1C2=C(C=C(C=C2)N(CCCl)CCCl)N=C1CCCC(=O)O.Cl. Cell line: HOP-92. Synergy scores: CSS=-0.803, Synergy_ZIP=-0.370, Synergy_Bliss=-0.536, Synergy_Loewe=-2.18, Synergy_HSA=-2.10. (5) Drug 1: C1CN1P(=S)(N2CC2)N3CC3. Drug 2: C1=CC=C(C(=C1)C(C2=CC=C(C=C2)Cl)C(Cl)Cl)Cl. Cell line: MCF7. Synergy scores: CSS=4.06, Synergy_ZIP=-0.417, Synergy_Bliss=4.22, Synergy_Loewe=-9.61, Synergy_HSA=-0.492.